Dataset: Reaction yield outcomes from USPTO patents with 853,638 reactions. Task: Predict the reaction yield, written as a fraction of the theoretical maximum amount of product (1.0 means a 100% yield; for example, 0.34 means a 34% yield). (1) The reactants are [CH3:1][C:2]1[S:6][C:5]([C:7]#[N:8])=[CH:4][CH:3]=1.[Br:9]N1C(=O)CCC1=O.N(C(C)(C)C#N)=NC(C)(C)C#N.S([O-])([O-])(=O)=S.[Na+].[Na+]. The catalyst is C(Cl)(Cl)(Cl)Cl. The product is [Br:9][CH2:1][C:2]1[S:6][C:5]([C:7]#[N:8])=[CH:4][CH:3]=1. The yield is 0.230. (2) The reactants are [C:1]([C:3]1[CH:8]=[CH:7][C:6](B(O)O)=[CH:5][CH:4]=1)#[N:2].[C:12]([O:16][C:17](=[O:26])[NH:18][C:19]1[CH:24]=[CH:23][CH:22]=[C:21](Br)[CH:20]=1)([CH3:15])([CH3:14])[CH3:13].C([O-])([O-])=O.[K+].[K+]. The catalyst is CN(C=O)C.O.C1C=CC([P]([Pd]([P](C2C=CC=CC=2)(C2C=CC=CC=2)C2C=CC=CC=2)([P](C2C=CC=CC=2)(C2C=CC=CC=2)C2C=CC=CC=2)[P](C2C=CC=CC=2)(C2C=CC=CC=2)C2C=CC=CC=2)(C2C=CC=CC=2)C2C=CC=CC=2)=CC=1. The product is [C:12]([O:16][C:17](=[O:26])[NH:18][C:19]1[CH:24]=[C:23]([C:6]2[CH:7]=[CH:8][C:3]([C:1]#[N:2])=[CH:4][CH:5]=2)[CH:22]=[CH:21][CH:20]=1)([CH3:15])([CH3:13])[CH3:14]. The yield is 0.590.